Dataset: Forward reaction prediction with 1.9M reactions from USPTO patents (1976-2016). Task: Predict the product of the given reaction. (1) Given the reactants [Br:1][C:2]([F:17])([F:16])[O:3][C:4]1[CH:5]=[CH:6][C:7]([CH3:15])=[C:8]([CH:14]=1)[C:9]([O:11][CH2:12][CH3:13])=[O:10].[Br:18]N1C(=O)CCC1=O, predict the reaction product. The product is: [Br:1][C:2]([F:16])([F:17])[O:3][C:4]1[CH:5]=[CH:6][C:7]([CH2:15][Br:18])=[C:8]([CH:14]=1)[C:9]([O:11][CH2:12][CH3:13])=[O:10]. (2) Given the reactants C[O:2][C:3]([C:5]1[CH:6]=[C:7]([C:18]2[CH:23]=[CH:22][C:21]([O:24][CH3:25])=[C:20]([Cl:26])[CH:19]=2)[C:8]([O:11][CH:12]2[CH2:15][C:14]([F:17])([F:16])[CH2:13]2)=[CH:9][CH:10]=1)=[O:4].[Li+].[OH-].CO, predict the reaction product. The product is: [Cl:26][C:20]1[CH:19]=[C:18]([C:7]2[C:8]([O:11][CH:12]3[CH2:13][C:14]([F:17])([F:16])[CH2:15]3)=[CH:9][CH:10]=[C:5]([C:3]([OH:4])=[O:2])[CH:6]=2)[CH:23]=[CH:22][C:21]=1[O:24][CH3:25]. (3) Given the reactants [C:1]([O:4][CH2:5][CH:6]1[CH2:10][CH2:9][N:8]([C:11]2[CH:16]=[CH:15][C:14]([Br:17])=[CH:13][C:12]=2[CH:18]=O)[CH2:7]1)(=[O:3])[CH3:2].C1(P(C2C=CC=CC=2)(C2C=CC=CC=2)=[C:27]([CH3:35])[C:28]([O:30][C:31]([CH3:34])([CH3:33])[CH3:32])=[O:29])C=CC=CC=1.O, predict the reaction product. The product is: [C:1]([O:4][CH2:5][CH:6]1[CH2:10][CH2:9][N:8]([C:11]2[CH:16]=[CH:15][C:14]([Br:17])=[CH:13][C:12]=2/[CH:18]=[C:27](\[CH3:35])/[C:28]([O:30][C:31]([CH3:34])([CH3:33])[CH3:32])=[O:29])[CH2:7]1)(=[O:3])[CH3:2]. (4) Given the reactants [OH-].[Na+].C([O:5][C:6](=[O:44])[CH2:7][C:8]1[CH:13]=[C:12]([C:14]2[N:18]([CH:19]([CH3:21])[CH3:20])[C:17]3[CH:22]([C:34]4[CH:39]=[CH:38][C:37]([C:40]#[N:41])=[CH:36][CH:35]=4)[N:23]([C:26]4[CH:31]=[CH:30][CH:29]=[C:28]([Cl:32])[C:27]=4[F:33])[C:24](=[O:25])[C:16]=3[CH:15]=2)[C:11]([O:42][CH3:43])=[CH:10][N:9]=1)C.Cl, predict the reaction product. The product is: [Cl:32][C:28]1[C:27]([F:33])=[C:26]([N:23]2[C:24](=[O:25])[C:16]3[CH:15]=[C:14]([C:12]4[C:11]([O:42][CH3:43])=[CH:10][N:9]=[C:8]([CH2:7][C:6]([OH:44])=[O:5])[CH:13]=4)[N:18]([CH:19]([CH3:21])[CH3:20])[C:17]=3[CH:22]2[C:34]2[CH:39]=[CH:38][C:37]([C:40]#[N:41])=[CH:36][CH:35]=2)[CH:31]=[CH:30][CH:29]=1. (5) Given the reactants [NH2:1][C@H:2]1[CH2:7][CH2:6][N:5]([C:8]([O:10][C:11]([CH3:14])([CH3:13])[CH3:12])=[O:9])[CH2:4][C@H:3]1[N:15]=[N+:16]=[N-:17].C(N(C(C)C)CC)(C)C.[Cl:27][C:28]1[N:29]=[C:30]([C:35](Cl)=[O:36])[NH:31][C:32]=1[CH2:33][CH3:34], predict the reaction product. The product is: [N:15]([C@H:3]1[C@@H:2]([NH:1][C:35]([C:30]2[NH:31][C:32]([CH2:33][CH3:34])=[C:28]([Cl:27])[N:29]=2)=[O:36])[CH2:7][CH2:6][N:5]([C:8]([O:10][C:11]([CH3:12])([CH3:13])[CH3:14])=[O:9])[CH2:4]1)=[N+:16]=[N-:17]. (6) Given the reactants C([C:5]1[C:10]2[C:11]([N:14](C3C4C(C(C)(C)C)=C(C5C=C(Cl)C=CC=5OC5C=C(F)C(S(=O)(=O)N(C6N=CC=CN=6)CC6C=CC=CC=6)=CC=5F)C=CC=4ON=3)C(=O)[O-])=[N:12][O:13][C:9]=2[CH:8]=[CH:7][C:6]=1[C:64]1[CH:69]=[C:68]([Cl:70])[CH:67]=[CH:66][C:65]=1[O:71][C:72]1[CH:77]=[C:76]([F:78])[C:75]([S:79](=[O:95])(=[O:94])[N:80](CC2C=CC=CC=2)[C:81]2[N:86]=[CH:85][CH:84]=[CH:83][N:82]=2)=[CH:74][C:73]=1[F:96])(C)(C)C.C([SiH](CC)CC)C.FC(F)(F)S(O)(=O)=O, predict the reaction product. The product is: [NH2:14][C:11]1[C:10]2[CH:5]=[C:6]([C:64]3[CH:69]=[C:68]([Cl:70])[CH:67]=[CH:66][C:65]=3[O:71][C:72]3[C:73]([F:96])=[CH:74][C:75]([S:79]([NH:80][C:81]4[N:86]=[CH:85][CH:84]=[CH:83][N:82]=4)(=[O:94])=[O:95])=[C:76]([F:78])[CH:77]=3)[CH:7]=[CH:8][C:9]=2[O:13][N:12]=1.